From a dataset of Forward reaction prediction with 1.9M reactions from USPTO patents (1976-2016). Predict the product of the given reaction. (1) Given the reactants Cl.[N:2]1([C:8]2[C:12]3[CH:13]=[CH:14][CH:15]=[CH:16][C:11]=3[S:10][N:9]=2)[CH2:7][CH2:6][NH:5][CH2:4][CH2:3]1.[F:17][C:18]1[CH:19]=[CH:20][C:21]([N+:28]([O-:30])=[O:29])=[C:22]([CH2:24][C:25](O)=[O:26])[CH:23]=1, predict the reaction product. The product is: [S:10]1[C:11]2[CH:16]=[CH:15][CH:14]=[CH:13][C:12]=2[C:8]([N:2]2[CH2:7][CH2:6][N:5]([C:25](=[O:26])[CH2:24][C:22]3[CH:23]=[C:18]([F:17])[CH:19]=[CH:20][C:21]=3[N+:28]([O-:30])=[O:29])[CH2:4][CH2:3]2)=[N:9]1. (2) Given the reactants Cl[C:2]1[N:7]=[C:6]2[NH:8][C:9]([C:11]3[S:12][C:13]4[C:19]([N:20]5[CH2:25][CH2:24][O:23][CH2:22][CH2:21]5)=[CH:18][CH:17]=[C:16]([O:26][CH3:27])[C:14]=4[N:15]=3)=[N:10][C:5]2=[CH:4][CH:3]=1.[CH3:28][NH:29][CH3:30], predict the reaction product. The product is: [CH3:27][O:26][C:16]1[C:14]2[N:15]=[C:11]([C:9]3[NH:8][C:6]4=[N:7][C:2]([N:29]([CH3:30])[CH3:28])=[CH:3][CH:4]=[C:5]4[N:10]=3)[S:12][C:13]=2[C:19]([N:20]2[CH2:25][CH2:24][O:23][CH2:22][CH2:21]2)=[CH:18][CH:17]=1.